From a dataset of Forward reaction prediction with 1.9M reactions from USPTO patents (1976-2016). Predict the product of the given reaction. (1) Given the reactants Br[C:2]1[CH:7]=[C:6]([C:8]([F:11])([F:10])[F:9])[CH:5]=[CH:4][N:3]=1.C([Li])CCC.[CH2:17]([N:19]1[CH:23]=[C:22]([S:24]([N:27]2[CH2:36][CH2:35][C:34]3[C@:29]([C:47](OC)=[O:48])([CH2:30][C:31]4[CH:39]=[N:38][N:37]([C:40]5[CH:45]=[CH:44][C:43]([F:46])=[CH:42][CH:41]=5)[C:32]=4[CH:33]=3)[CH2:28]2)(=[O:26])=[O:25])[CH:21]=[N:20]1)[CH3:18].O, predict the reaction product. The product is: [CH2:17]([N:19]1[CH:23]=[C:22]([S:24]([N:27]2[CH2:36][CH2:35][C:34]3[C@:29]([C:47]([C:2]4[CH:7]=[C:6]([C:8]([F:11])([F:10])[F:9])[CH:5]=[CH:4][N:3]=4)=[O:48])([CH2:30][C:31]4[CH:39]=[N:38][N:37]([C:40]5[CH:41]=[CH:42][C:43]([F:46])=[CH:44][CH:45]=5)[C:32]=4[CH:33]=3)[CH2:28]2)(=[O:25])=[O:26])[CH:21]=[N:20]1)[CH3:18]. (2) Given the reactants Br[CH2:2][C:3]([NH:5][C:6]1[NH:7][C:8]2[C:13]([C:14]=1[S:15]([C:18]1[CH:23]=[CH:22][CH:21]=[CH:20][CH:19]=1)(=[O:17])=[O:16])=[CH:12][C:11]([Cl:24])=[CH:10][CH:9]=2)=[O:4].[NH:25]1[CH2:30][CH2:29][O:28][CH2:27][CH2:26]1, predict the reaction product. The product is: [Cl:24][C:11]1[CH:12]=[C:13]2[C:8](=[CH:9][CH:10]=1)[NH:7][C:6]([NH:5][C:3](=[O:4])[CH2:2][N:25]1[CH2:30][CH2:29][O:28][CH2:27][CH2:26]1)=[C:14]2[S:15]([C:18]1[CH:23]=[CH:22][CH:21]=[CH:20][CH:19]=1)(=[O:17])=[O:16]. (3) Given the reactants [Cl:1][C:2]1[CH:7]=[CH:6][C:5]([C:8]2([CH3:17])[CH2:13][CH:12]([CH2:14][OH:15])[CH2:11][CH2:10][CH:9]2[OH:16])=[CH:4][C:3]=1[C:18]([F:21])([F:20])[F:19].N1C=CN=C1.[C:27]([Si:31]([C:39]1[CH:44]=[CH:43][CH:42]=[CH:41][CH:40]=1)([C:33]1[CH:38]=[CH:37][CH:36]=[CH:35][CH:34]=1)Cl)([CH3:30])([CH3:29])[CH3:28], predict the reaction product. The product is: [Si:31]([O:15][CH2:14][CH:12]1[CH2:11][CH2:10][CH:9]([OH:16])[C:8]([C:5]2[CH:6]=[CH:7][C:2]([Cl:1])=[C:3]([C:18]([F:19])([F:20])[F:21])[CH:4]=2)([CH3:17])[CH2:13]1)([C:27]([CH3:30])([CH3:29])[CH3:28])([C:39]1[CH:40]=[CH:41][CH:42]=[CH:43][CH:44]=1)[C:33]1[CH:38]=[CH:37][CH:36]=[CH:35][CH:34]=1.